From a dataset of Catalyst prediction with 721,799 reactions and 888 catalyst types from USPTO. Predict which catalyst facilitates the given reaction. (1) Reactant: [CH3:1][O:2][C:3]1[CH:40]=[CH:39][C:6]([CH2:7][N:8]([CH2:30][C:31]2[CH:36]=[CH:35][C:34]([O:37][CH3:38])=[CH:33][CH:32]=2)[C:9]2[N:14]=[C:13]([CH3:15])[N:12]=[C:11]([C:16]3[C:17]([NH:22][C:23]4[CH:24]=[CH:25][C:26]([NH2:29])=[N:27][CH:28]=4)=[N:18][CH:19]=[CH:20][CH:21]=3)[N:10]=2)=[CH:5][CH:4]=1.[F:41][C:42]1[CH:43]=[C:44]([N:48]=[C:49]=[O:50])[CH:45]=[CH:46][CH:47]=1. Product: [CH3:1][O:2][C:3]1[CH:4]=[CH:5][C:6]([CH2:7][N:8]([CH2:30][C:31]2[CH:32]=[CH:33][C:34]([O:37][CH3:38])=[CH:35][CH:36]=2)[C:9]2[N:14]=[C:13]([CH3:15])[N:12]=[C:11]([C:16]3[C:17]([NH:22][C:23]4[CH:24]=[CH:25][C:26]([NH:29][C:49]([NH:48][C:44]5[CH:45]=[CH:46][CH:47]=[C:42]([F:41])[CH:43]=5)=[O:50])=[N:27][CH:28]=4)=[N:18][CH:19]=[CH:20][CH:21]=3)[N:10]=2)=[CH:39][CH:40]=1. The catalyst class is: 1. (2) Reactant: Br[CH2:2][C:3]1[CH:8]=[CH:7][C:6]([F:9])=[CH:5][CH:4]=1.[OH:10][C:11]1[CH:16]=[C:15]([OH:17])[CH:14]=[CH:13][N:12]=1.C(=O)([O-])[O-].[K+].[K+].CN(C=O)C. Product: [F:9][C:6]1[CH:7]=[CH:8][C:3]([CH2:2][O:17][C:15]2[CH:14]=[CH:13][NH:12][C:11](=[O:10])[CH:16]=2)=[CH:4][CH:5]=1. The catalyst class is: 10. (3) Reactant: [N+:1]([C:4]1[CH:9]=[CH:8][N:7]=[C:6]([CH:10]=[C:11]2[C:19]3[C:14](=[CH:15][CH:16]=[CH:17][CH:18]=3)[C:13](=O)[O:12]2)[CH:5]=1)([O-])=O.O.[NH2:22][NH2:23].[Cl-].[NH4+]. Product: [NH2:1][C:4]1[CH:9]=[CH:8][N:7]=[C:6]([CH2:10][C:11]2[C:19]3[C:14](=[CH:15][CH:16]=[CH:17][CH:18]=3)[C:13](=[O:12])[NH:23][N:22]=2)[CH:5]=1. The catalyst class is: 679.